Dataset: Reaction yield outcomes from USPTO patents with 853,638 reactions. Task: Predict the reaction yield, written as a fraction of the theoretical maximum amount of product (1.0 means a 100% yield; for example, 0.34 means a 34% yield). (1) The reactants are [CH2:1]([N:3]([CH2:37][CH3:38])[CH2:4][CH2:5][CH2:6][NH:7][C:8]1[N:9]=[C:10]([C:27]2[CH:28]=[C:29]([CH:33]=[CH:34][C:35]=2[CH3:36])[C:30](O)=[O:31])[C:11]2[CH:17]=[CH:16][C:15](=[O:18])[N:14]([C:19]3[C:24]([F:25])=[CH:23][CH:22]=[CH:21][C:20]=3[F:26])[C:12]=2[N:13]=1)[CH3:2].CN(C(O[N:47]1N=N[C:49]2C=CC=C[C:48]1=2)=[N+](C)C)C.F[P-](F)(F)(F)(F)F.C(N)C. The catalyst is C(Cl)Cl.C1COCC1. The product is [CH2:37]([N:3]([CH2:1][CH3:2])[CH2:4][CH2:5][CH2:6][NH:7][C:8]1[N:9]=[C:10]([C:27]2[CH:28]=[C:29]([CH:33]=[CH:34][C:35]=2[CH3:36])[C:30]([NH:47][CH2:48][CH3:49])=[O:31])[C:11]2[CH:17]=[CH:16][C:15](=[O:18])[N:14]([C:19]3[C:20]([F:26])=[CH:21][CH:22]=[CH:23][C:24]=3[F:25])[C:12]=2[N:13]=1)[CH3:38]. The yield is 0.400. (2) The reactants are C(Cl)(=O)C(Cl)=O.CS(C)=O.[OH:11][CH2:12][CH2:13][CH2:14][CH2:15][N:16]1[C:24](=[O:25])[C:23]2[C:18](=[CH:19][CH:20]=[CH:21][CH:22]=2)[C:17]1=[O:26]. The catalyst is ClCCl.Cl. The product is [O:26]=[C:17]1[C:18]2[C:23](=[CH:22][CH:21]=[CH:20][CH:19]=2)[C:24](=[O:25])[N:16]1[CH2:15][CH2:14][CH2:13][CH:12]=[O:11]. The yield is 0.870.